Dataset: Forward reaction prediction with 1.9M reactions from USPTO patents (1976-2016). Task: Predict the product of the given reaction. (1) Given the reactants [OH:1][C:2]1[C:3]([I:29])=[CH:4][C:5]2[CH2:6][C@H:7]3[N:18]([C:19]([O:21][CH2:22][C:23]4[CH:28]=[CH:27][CH:26]=[CH:25][CH:24]=4)=[O:20])[CH2:17][CH2:16][C@@:13]4([C:14]=2[CH:15]=1)[C@H:8]3[CH2:9][CH2:10][CH2:11][CH2:12]4.C([O-])([O-])=O.[K+].[K+].[CH2:36](Br)[C:37]1[CH:42]=[CH:41][CH:40]=[CH:39][CH:38]=1, predict the reaction product. The product is: [CH2:36]([O:1][C:2]1[C:3]([I:29])=[CH:4][C:5]2[CH2:6][C@H:7]3[N:18]([C:19]([O:21][CH2:22][C:23]4[CH:24]=[CH:25][CH:26]=[CH:27][CH:28]=4)=[O:20])[CH2:17][CH2:16][C@@:13]4([C:14]=2[CH:15]=1)[C@H:8]3[CH2:9][CH2:10][CH2:11][CH2:12]4)[C:37]1[CH:42]=[CH:41][CH:40]=[CH:39][CH:38]=1. (2) Given the reactants [CH:1]([C:3]1[N:8]=[C:7]([CH3:9])[CH:6]=[C:5]([C:10]([O:12][CH3:13])=[O:11])[CH:4]=1)=O.[F:14][C:15]1[CH:20]=[CH:19][C:18]([CH2:21][N:22]2[C:26]([CH3:27])=[N:25][N:24]=[C:23]2[CH2:28][NH2:29])=[CH:17][CH:16]=1, predict the reaction product. The product is: [F:14][C:15]1[CH:20]=[CH:19][C:18]([CH2:21][N:22]2[C:26]([CH3:27])=[N:25][N:24]=[C:23]2[CH2:28][NH:29][CH2:1][C:3]2[N:8]=[C:7]([CH3:9])[CH:6]=[C:5]([C:10]([O:12][CH3:13])=[O:11])[CH:4]=2)=[CH:17][CH:16]=1.